Dataset: NCI-60 drug combinations with 297,098 pairs across 59 cell lines. Task: Regression. Given two drug SMILES strings and cell line genomic features, predict the synergy score measuring deviation from expected non-interaction effect. (1) Drug 1: C1=C(C(=O)NC(=O)N1)F. Drug 2: C(=O)(N)NO. Cell line: NCIH23. Synergy scores: CSS=41.4, Synergy_ZIP=-4.45, Synergy_Bliss=-8.59, Synergy_Loewe=-21.6, Synergy_HSA=-7.98. (2) Synergy scores: CSS=44.0, Synergy_ZIP=-1.31, Synergy_Bliss=-4.46, Synergy_Loewe=-22.6, Synergy_HSA=-3.07. Cell line: MOLT-4. Drug 2: CC1C(C(CC(O1)OC2CC(CC3=C2C(=C4C(=C3O)C(=O)C5=CC=CC=C5C4=O)O)(C(=O)C)O)N)O. Drug 1: CN1C2=C(C=C(C=C2)N(CCCl)CCCl)N=C1CCCC(=O)O.Cl. (3) Drug 1: CNC(=O)C1=CC=CC=C1SC2=CC3=C(C=C2)C(=NN3)C=CC4=CC=CC=N4. Drug 2: CC1=C(C(CCC1)(C)C)C=CC(=CC=CC(=CC(=O)O)C)C. Cell line: HCT-15. Synergy scores: CSS=8.22, Synergy_ZIP=0.736, Synergy_Bliss=5.59, Synergy_Loewe=3.32, Synergy_HSA=3.47. (4) Drug 1: CC1=C(C(CCC1)(C)C)C=CC(=CC=CC(=CC(=O)O)C)C. Synergy scores: CSS=12.7, Synergy_ZIP=2.40, Synergy_Bliss=2.16, Synergy_Loewe=-7.41, Synergy_HSA=0.146. Cell line: SN12C. Drug 2: C1=CC=C(C(=C1)C(C2=CC=C(C=C2)Cl)C(Cl)Cl)Cl. (5) Drug 1: CS(=O)(=O)C1=CC(=C(C=C1)C(=O)NC2=CC(=C(C=C2)Cl)C3=CC=CC=N3)Cl. Drug 2: C1=C(C(=O)NC(=O)N1)N(CCCl)CCCl. Cell line: MDA-MB-231. Synergy scores: CSS=21.3, Synergy_ZIP=-2.88, Synergy_Bliss=-1.10, Synergy_Loewe=-2.46, Synergy_HSA=0.290. (6) Drug 1: C1=NNC2=C1C(=O)NC=N2. Drug 2: C1CN(P(=O)(OC1)NCCCl)CCCl. Cell line: HCT-15. Synergy scores: CSS=-7.43, Synergy_ZIP=4.62, Synergy_Bliss=3.85, Synergy_Loewe=-1.15, Synergy_HSA=-3.10.